From a dataset of Forward reaction prediction with 1.9M reactions from USPTO patents (1976-2016). Predict the product of the given reaction. (1) The product is: [CH:1]1([NH:6][C:7]2[CH:8]=[C:9]([O:25][CH3:26])[CH:10]=[C:11]3[C:15]=2[NH:14][C:13]([C:16]2[S:17][CH2:18][C@@H:19]([CH2:21][C:22]([NH:39][CH3:37])=[O:23])[N:20]=2)=[CH:12]3)[CH2:5][CH2:4][CH2:3][CH2:2]1. Given the reactants [CH:1]1([NH:6][C:7]2[CH:8]=[C:9]([O:25][CH3:26])[CH:10]=[C:11]3[C:15]=2[NH:14][C:13]([C:16]2[S:17][CH2:18][C@@H:19]([CH2:21][C:22](O)=[O:23])[N:20]=2)=[CH:12]3)[CH2:5][CH2:4][CH2:3][CH2:2]1.CN.C(Cl)CCl.C1C=CC2N(O)N=[N:39][C:37]=2C=1.C(=O)(O)[O-].[Na+], predict the reaction product. (2) Given the reactants Br[C:2]1[CH:28]=[CH:27][C:5]([O:6][C@H:7]2[CH2:11][CH2:10][N:9]([CH:12]3[CH2:17][CH2:16][N:15]([C:18]4[S:22][N:21]=[C:20]([CH:23]([CH3:25])[CH3:24])[N:19]=4)[CH2:14][CH2:13]3)[C:8]2=[O:26])=[C:4]([F:29])[CH:3]=1.[C@@H]1(N)CCCC[C@H]1N.[CH3:38][S:39]([O-:41])=[O:40].[Na+], predict the reaction product. The product is: [F:29][C:4]1[CH:3]=[C:2]([S:39]([CH3:38])(=[O:41])=[O:40])[CH:28]=[CH:27][C:5]=1[O:6][C@H:7]1[CH2:11][CH2:10][N:9]([CH:12]2[CH2:17][CH2:16][N:15]([C:18]3[S:22][N:21]=[C:20]([CH:23]([CH3:25])[CH3:24])[N:19]=3)[CH2:14][CH2:13]2)[C:8]1=[O:26]. (3) Given the reactants [CH3:1][C:2]1[N:7]=[C:6]([C:8]2[CH:13]=[CH:12][CH:11]=[C:10]([C:14]3[CH:15]=[C:16]([NH2:20])[CH:17]=[CH:18][CH:19]=3)[N:9]=2)[CH:5]=[C:4]([C:21]2[CH:26]=[CH:25][C:24]([C:27]([F:30])([F:29])[F:28])=[CH:23][CH:22]=2)[CH:3]=1.C(N(CC)CC)C.[N:38]1([S:44](Cl)(=[O:46])=[O:45])[CH2:43][CH2:42][O:41][CH2:40][CH2:39]1, predict the reaction product. The product is: [CH3:1][C:2]1[N:7]=[C:6]([C:8]2[CH:13]=[CH:12][CH:11]=[C:10]([C:14]3[CH:15]=[C:16]([NH:20][S:44]([N:38]4[CH2:43][CH2:42][O:41][CH2:40][CH2:39]4)(=[O:46])=[O:45])[CH:17]=[CH:18][CH:19]=3)[N:9]=2)[CH:5]=[C:4]([C:21]2[CH:26]=[CH:25][C:24]([C:27]([F:28])([F:30])[F:29])=[CH:23][CH:22]=2)[CH:3]=1. (4) Given the reactants C(OC(=O)[NH:7][C:8]1[S:9][C:10]2[CH:16]=[C:15]([CH:17]([C:19]3[CH:24]=[CH:23][C:22]([F:25])=[CH:21][CH:20]=3)O)[CH:14]=[C:13]([C:26]3[CH:31]=[CH:30][CH:29]=[C:28]([C:32]([F:35])([F:34])[F:33])[CH:27]=3)[C:11]=2[N:12]=1)(C)(C)C.[SiH](CC)(CC)CC, predict the reaction product. The product is: [F:25][C:22]1[CH:21]=[CH:20][C:19]([CH2:17][C:15]2[CH:14]=[C:13]([C:26]3[CH:31]=[CH:30][CH:29]=[C:28]([C:32]([F:34])([F:33])[F:35])[CH:27]=3)[C:11]3[N:12]=[C:8]([NH2:7])[S:9][C:10]=3[CH:16]=2)=[CH:24][CH:23]=1. (5) Given the reactants [Cl:1][C:2]1[C:7]([NH:8][CH:9]([C@H:11]2[CH2:16][CH2:15][C@H:14]([CH3:17])[CH2:13][CH2:12]2)[CH3:10])=[C:6]([NH2:18])[CH:5]=[C:4]([Cl:19])[N:3]=1.[CH2:20](OC(OCC)OCC)C, predict the reaction product. The product is: [Cl:1][C:2]1[C:7]2[N:8]([CH:9]([C@H:11]3[CH2:16][CH2:15][C@H:14]([CH3:17])[CH2:13][CH2:12]3)[CH3:10])[CH:20]=[N:18][C:6]=2[CH:5]=[C:4]([Cl:19])[N:3]=1. (6) Given the reactants [CH3:1][O:2][C:3]1[CH:8]=[CH:7][C:6]([CH2:9][C:10]([OH:12])=[O:11])=[CH:5][CH:4]=1.[Li+].[CH3:14][Si]([N-][Si](C)(C)C)(C)C.[C:23]([C:25]1[CH:33]=[CH:32][C:28]([C:29](Cl)=[O:30])=[CH:27][C:26]=1[F:34])#[N:24].[NH4+].[Cl-], predict the reaction product. The product is: [CH3:14][O:11][C:10](=[O:12])[CH:9]([C:6]1[CH:5]=[CH:4][C:3]([O:2][CH3:1])=[CH:8][CH:7]=1)[C:29]([C:28]1[CH:32]=[CH:33][C:25]([C:23]#[N:24])=[C:26]([F:34])[CH:27]=1)=[O:30]. (7) Given the reactants [C:1]1([S:7]([C:10]2[CH:15]=[CH:14][C:13]([C:16]3[CH:21]=[C:20]([Cl:22])[CH:19]=[CH:18][C:17]=3[O:23]CC3C=CC=CC=3)=[CH:12][CH:11]=2)(=[O:9])=[O:8])[CH:6]=[CH:5][CH:4]=[CH:3][CH:2]=1.B(Br)(Br)Br, predict the reaction product. The product is: [Cl:22][C:20]1[CH:21]=[C:16]([C:13]2[CH:12]=[CH:11][C:10]([S:7]([C:1]3[CH:6]=[CH:5][CH:4]=[CH:3][CH:2]=3)(=[O:9])=[O:8])=[CH:15][CH:14]=2)[C:17]([OH:23])=[CH:18][CH:19]=1. (8) Given the reactants [C:1]1([CH3:13])[CH:6]=[C:5]([CH3:7])[CH:4]=[C:3]([CH3:8])[C:2]=1[S:9](Cl)(=[O:11])=[O:10].[CH2:14]([NH2:17])[CH2:15][CH3:16].CCCCCC.CCOC(C)=O, predict the reaction product. The product is: [CH2:14]([NH:17][S:9]([C:2]1[C:3]([CH3:8])=[CH:4][C:5]([CH3:7])=[CH:6][C:1]=1[CH3:13])(=[O:11])=[O:10])[CH2:15][CH3:16].